This data is from Reaction yield outcomes from USPTO patents with 853,638 reactions. The task is: Predict the reaction yield, written as a fraction of the theoretical maximum amount of product (1.0 means a 100% yield; for example, 0.34 means a 34% yield). (1) The reactants are [Cl:1][C:2]1[CH:20]=[CH:19][C:5]2[CH:6](Cl)[C:7]3[CH:17]=[CH:16][CH:15]=[CH:14][C:8]=3[N:9]([CH3:13])[S:10](=[O:12])(=[O:11])[C:4]=2[CH:3]=1.[CH2:21]([CH2:23][NH2:24])[OH:22]. The catalyst is C(O)C. The product is [Cl:1][C:2]1[CH:20]=[CH:19][C:5]2[CH:6]([NH:24][CH2:23][CH2:21][OH:22])[C:7]3[CH:17]=[CH:16][CH:15]=[CH:14][C:8]=3[N:9]([CH3:13])[S:10](=[O:12])(=[O:11])[C:4]=2[CH:3]=1. The yield is 0.820. (2) The reactants are [C:1]12([C:11]3[CH:21]=[CH:20][C:14]([O:15][CH2:16][C:17](O)=[O:18])=[CH:13][CH:12]=3)[CH2:10][CH:5]3[CH2:6][CH:7]([CH2:9][CH:3]([CH2:4]3)[CH2:2]1)[CH2:8]2.[CH3:22][NH:23][CH3:24].Cl.C(N=C=NCCCN(C)C)C.O.ON1C2C=CC=CC=2N=N1.C(N(CC)C(C)C)(C)C. The catalyst is CN(C)C=O.C(OCC)(=O)C. The product is [C:1]12([C:11]3[CH:21]=[CH:20][C:14]([O:15][CH2:16][C:17]([N:23]([CH3:24])[CH3:22])=[O:18])=[CH:13][CH:12]=3)[CH2:10][CH:5]3[CH2:6][CH:7]([CH2:9][CH:3]([CH2:4]3)[CH2:2]1)[CH2:8]2. The yield is 0.903.